Dataset: Reaction yield outcomes from USPTO patents with 853,638 reactions. Task: Predict the reaction yield, written as a fraction of the theoretical maximum amount of product (1.0 means a 100% yield; for example, 0.34 means a 34% yield). (1) The reactants are CO[C:3]1[CH:4]=[C:5]2[C:10](=[CH:11][CH:12]=1)[C:9](=O)[NH:8][CH:7]=[CH:6]2. The catalyst is O=P(Cl)(Cl)Cl. The product is [CH:9]1[C:10]2[C:5](=[CH:4][CH:3]=[CH:12][CH:11]=2)[CH:6]=[CH:7][N:8]=1. The yield is 0.800. (2) The reactants are CS(O[CH2:6][C@@H:7]1[CH2:11][S:10][C:9]([C:12]2[NH:13][C:14]3[C:19]([CH:20]=2)=[CH:18][C:17]([O:21][CH2:22][CH2:23][O:24][CH3:25])=[CH:16][C:15]=3[N:26]([CH3:36])[S:27]([C:30]2[CH:35]=[CH:34][CH:33]=[CH:32][N:31]=2)(=[O:29])=[O:28])=[N:8]1)(=O)=O.[NH:37]1[CH2:42][CH2:41][O:40][CH2:39][CH2:38]1.C(=O)([O-])[O-].[K+].[K+]. The yield is 0.0200. The product is [CH3:25][O:24][CH2:23][CH2:22][O:21][C:17]1[CH:18]=[C:19]2[C:14](=[C:15]([N:26]([CH3:36])[S:27]([C:30]3[CH:35]=[CH:34][CH:33]=[CH:32][N:31]=3)(=[O:29])=[O:28])[CH:16]=1)[NH:13][C:12]([C:9]1[S:10][CH2:11][C@@H:7]([CH2:6][N:37]3[CH2:42][CH2:41][O:40][CH2:39][CH2:38]3)[N:8]=1)=[CH:20]2. The catalyst is CN(C)C=O. (3) The reactants are [Si:1](Cl)([C:4]([CH3:7])([CH3:6])[CH3:5])([CH3:3])[CH3:2].[OH:9][CH2:10][CH2:11][N:12]1[CH2:17][CH2:16][CH2:15][N:14]([CH:18]2[CH2:23][CH2:22][N:21]([C:24]([O:26][CH2:27][C:28]3[CH:33]=[CH:32][CH:31]=[CH:30][CH:29]=3)=[O:25])[CH2:20][CH2:19]2)[C:13]1=[O:34].C(N(CC)CC)C. The catalyst is ClCCl. The product is [Si:1]([O:9][CH2:10][CH2:11][N:12]1[CH2:17][CH2:16][CH2:15][N:14]([CH:18]2[CH2:23][CH2:22][N:21]([C:24]([O:26][CH2:27][C:28]3[CH:29]=[CH:30][CH:31]=[CH:32][CH:33]=3)=[O:25])[CH2:20][CH2:19]2)[C:13]1=[O:34])([C:4]([CH3:7])([CH3:6])[CH3:5])([CH3:3])[CH3:2]. The yield is 0.990. (4) The reactants are Br[CH2:2][C:3]1[CH:8]=[CH:7][CH:6]=[CH:5][CH:4]=1.C(=O)([O-])[O-].[K+].[K+].[OH:15][C:16]1[CH:17]=[C:18]([CH:24]=[CH:25][C:26]=1[OH:27])[C:19]([O:21][CH2:22][CH3:23])=[O:20]. The catalyst is C(#N)C. The product is [CH2:2]([O:27][C:26]1[CH:25]=[CH:24][C:18]([C:19]([O:21][CH2:22][CH3:23])=[O:20])=[CH:17][C:16]=1[OH:15])[C:3]1[CH:8]=[CH:7][CH:6]=[CH:5][CH:4]=1. The yield is 0.250. (5) The reactants are [CH3:1][O:2][C:3]1[CH:4]=[C:5]2[C:10](=[CH:11][C:12]=1[O:13][CH3:14])[N:9]=[CH:8][CH:7]=[C:6]2[O:15][C:16]1[C:22]([CH3:23])=[CH:21][C:19]([NH2:20])=[C:18]([CH3:24])[CH:17]=1.ClC(Cl)(O[C:29](=[O:35])[O:30][C:31](Cl)(Cl)Cl)Cl.[Cl:37][C:38]1[CH:39]=[C:40](CO)[CH:41]=[CH:42][CH:43]=1.C(=O)(O)[O-].[Na+]. The catalyst is C(Cl)Cl.C(N(CC)CC)C.C1(C)C=CC=CC=1. The product is [CH3:1][O:2][C:3]1[CH:4]=[C:5]2[C:10](=[CH:11][C:12]=1[O:13][CH3:14])[N:9]=[CH:8][CH:7]=[C:6]2[O:15][C:16]1[C:22]([CH3:23])=[CH:21][C:19]([NH:20][C:29](=[O:35])[O:30][CH2:31][C:42]2[CH:41]=[CH:40][CH:39]=[C:38]([Cl:37])[CH:43]=2)=[C:18]([CH3:24])[CH:17]=1. The yield is 0.710.